This data is from Full USPTO retrosynthesis dataset with 1.9M reactions from patents (1976-2016). The task is: Predict the reactants needed to synthesize the given product. (1) Given the product [C:3]1([CH3:13])[CH:4]=[CH:5][C:6]([S:9]([O:12][CH3:15])(=[O:10])=[O:11])=[CH:7][CH:8]=1, predict the reactants needed to synthesize it. The reactants are: O.O.[C:3]1([CH3:13])[CH:8]=[CH:7][C:6]([S:9]([OH:12])(=[O:11])=[O:10])=[CH:5][CH:4]=1.N1C=CC=C[CH:15]=1.C1(C)C=CC(S([O-])(=O)=O)=CC=1.[NH+]1C=CC=CC=1.S(OC)(OC)(=O)=O. (2) Given the product [Cl:1][C:2]1[CH:3]=[C:4]([C:9]2[C:10]([C:20]#[N:21])=[C:11]([OH:19])[C:12]([OH:17])=[CH:13][C:14]=2[C:15]#[N:16])[CH:5]=[CH:6][C:7]=1[Cl:8], predict the reactants needed to synthesize it. The reactants are: [Cl:1][C:2]1[CH:3]=[C:4]([C:9]2[C:10]([C:20]#[N:21])=[C:11]([OH:19])[C:12]([O:17]C)=[CH:13][C:14]=2[C:15]#[N:16])[CH:5]=[CH:6][C:7]=1[Cl:8].ClC1C=C(B(O)O)C=CC=1Cl.BrC1C(C#N)=C(O)C(OC)=CC=1C#N.